Dataset: NCI-60 drug combinations with 297,098 pairs across 59 cell lines. Task: Regression. Given two drug SMILES strings and cell line genomic features, predict the synergy score measuring deviation from expected non-interaction effect. (1) Drug 1: CN(CC1=CN=C2C(=N1)C(=NC(=N2)N)N)C3=CC=C(C=C3)C(=O)NC(CCC(=O)O)C(=O)O. Drug 2: COCCOC1=C(C=C2C(=C1)C(=NC=N2)NC3=CC=CC(=C3)C#C)OCCOC. Cell line: NCIH23. Synergy scores: CSS=85.9, Synergy_ZIP=8.92, Synergy_Bliss=6.66, Synergy_Loewe=3.88, Synergy_HSA=8.49. (2) Drug 1: C1=CN(C(=O)N=C1N)C2C(C(C(O2)CO)O)O.Cl. Drug 2: C(CC(=O)O)C(=O)CN.Cl. Cell line: HCC-2998. Synergy scores: CSS=42.5, Synergy_ZIP=-5.01, Synergy_Bliss=-5.24, Synergy_Loewe=-0.589, Synergy_HSA=0.604. (3) Drug 1: C1CC(=O)NC(=O)C1N2CC3=C(C2=O)C=CC=C3N. Drug 2: CC(C)NC(=O)C1=CC=C(C=C1)CNNC.Cl. Cell line: MOLT-4. Synergy scores: CSS=-8.80, Synergy_ZIP=0.244, Synergy_Bliss=-7.63, Synergy_Loewe=-17.4, Synergy_HSA=-12.6. (4) Drug 1: CN1CCC(CC1)COC2=C(C=C3C(=C2)N=CN=C3NC4=C(C=C(C=C4)Br)F)OC. Drug 2: CCC1=CC2CC(C3=C(CN(C2)C1)C4=CC=CC=C4N3)(C5=C(C=C6C(=C5)C78CCN9C7C(C=CC9)(C(C(C8N6C)(C(=O)OC)O)OC(=O)C)CC)OC)C(=O)OC.C(C(C(=O)O)O)(C(=O)O)O. Cell line: MDA-MB-231. Synergy scores: CSS=42.4, Synergy_ZIP=11.0, Synergy_Bliss=10.2, Synergy_Loewe=9.16, Synergy_HSA=12.8. (5) Drug 1: CC(C)NC(=O)C1=CC=C(C=C1)CNNC.Cl. Drug 2: C1C(C(OC1N2C=NC3=C2NC=NCC3O)CO)O. Cell line: UACC62. Synergy scores: CSS=-3.31, Synergy_ZIP=1.79, Synergy_Bliss=1.42, Synergy_Loewe=-3.83, Synergy_HSA=-2.94.